Dataset: Reaction yield outcomes from USPTO patents with 853,638 reactions. Task: Predict the reaction yield, written as a fraction of the theoretical maximum amount of product (1.0 means a 100% yield; for example, 0.34 means a 34% yield). (1) The yield is 0.760. The product is [CH2:35]([O:8][C:3]([C:9]1[N:14]=[CH:13][C:12]([N:15]2[CH2:20][CH2:19][N:18]([C:21]([O:23][C:24]([CH3:25])([CH3:26])[CH3:27])=[O:22])[CH2:17][CH2:16]2)=[C:11]([CH2:28][CH2:29][CH3:30])[CH:10]=1)([C:4]([F:7])([F:6])[F:5])[C:2]([F:1])([F:31])[F:32])[C:36]1[CH:41]=[CH:40][CH:39]=[CH:38][CH:37]=1. The catalyst is CN(C)C=O. The reactants are [F:1][C:2]([F:32])([F:31])[C:3]([C:9]1[N:14]=[CH:13][C:12]([N:15]2[CH2:20][CH2:19][N:18]([C:21]([O:23][C:24]([CH3:27])([CH3:26])[CH3:25])=[O:22])[CH2:17][CH2:16]2)=[C:11]([CH2:28][CH2:29][CH3:30])[CH:10]=1)([OH:8])[C:4]([F:7])([F:6])[F:5].[H-].[Na+].[CH2:35](Br)[C:36]1[CH:41]=[CH:40][CH:39]=[CH:38][CH:37]=1.O. (2) The reactants are FC(F)(F)C(O)=O.[CH:8]1([C@H:14]([NH:22][C:23]([C:25]2[CH:30]=[CH:29][C:28]([NH:31][C:32]([NH:34][CH3:35])=[O:33])=[CH:27][C:26]=2[NH:36][C:37]([NH:39][C:40]2[C:45]([CH3:46])=[CH:44][C:43]([CH3:47])=[CH:42][C:41]=2[CH3:48])=[O:38])=[O:24])[C:15]([O:17]C(C)(C)C)=[O:16])[CH2:13][CH2:12][CH2:11][CH2:10][CH2:9]1. The catalyst is ClCCl. The product is [CH:8]1([CH:14]([NH:22][C:23]([C:25]2[CH:30]=[CH:29][C:28]([NH:31][C:32]([NH:34][CH3:35])=[O:33])=[CH:27][C:26]=2[NH:36][C:37]([NH:39][C:40]2[C:45]([CH3:46])=[CH:44][C:43]([CH3:47])=[CH:42][C:41]=2[CH3:48])=[O:38])=[O:24])[C:15]([OH:17])=[O:16])[CH2:13][CH2:12][CH2:11][CH2:10][CH2:9]1. The yield is 0.440. (3) The reactants are [NH2:1][CH2:2][C:3]1([C:16](=[O:25])[NH:17][C:18]2[CH:23]=[CH:22][C:21]([CH3:24])=[CH:20][N:19]=2)[CH2:8][CH2:7][N:6]([C:9]([O:11][C:12]([CH3:15])([CH3:14])[CH3:13])=[O:10])[CH2:5][CH2:4]1.[C:26](=N)([C:33]1[CH:38]=[CH:37][CH:36]=[CH:35][CH:34]=1)[C:27]1[CH:32]=[CH:31][CH:30]=[CH:29][CH:28]=1.C1(C)C=CC(S(O)(=O)=O)=CC=1. The catalyst is C(Cl)Cl. The product is [C:27]1([C:26](=[N:1][CH2:2][C:3]2([C:16](=[O:25])[NH:17][C:18]3[CH:23]=[CH:22][C:21]([CH3:24])=[CH:20][N:19]=3)[CH2:8][CH2:7][N:6]([C:9]([O:11][C:12]([CH3:14])([CH3:13])[CH3:15])=[O:10])[CH2:5][CH2:4]2)[C:33]2[CH:34]=[CH:35][CH:36]=[CH:37][CH:38]=2)[CH:32]=[CH:31][CH:30]=[CH:29][CH:28]=1. The yield is 0.617. (4) The catalyst is O. The yield is 0.630. The product is [CH2:58]([O:60][C:61](=[O:66])[C:62]([O:57][C:52]1[CH:53]=[CH:54][CH:55]=[CH:56][C:51]=1[O:50][CH2:49][CH:44]1[CH2:45][CH2:46][CH2:47][CH2:48]1)([CH3:64])[CH3:63])[CH3:59]. The reactants are C1NC2N([C@@H]3O[C@H](CO)[C@@H](O)[C@H]3O)C=NC=2C(=O)N=1.C1(P(C2C=CC=CC=2)C2C=CC=CC=2)C=CC=CC=1.C1COCC1.[CH:44]1([CH2:49][O:50][C:51]2[CH:56]=[CH:55][CH:54]=[CH:53][C:52]=2[OH:57])[CH2:48][CH2:47][CH2:46][CH2:45]1.[CH2:58]([O:60][C:61](=[O:66])[C:62](Br)([CH3:64])[CH3:63])[CH3:59].CS(C)=O. (5) The reactants are [CH3:1][O:2][C:3]1[CH:4]=[C:5]2[C:10](=[CH:11][C:12]=1[O:13][CH3:14])[N:9]=[CH:8][N:7]=[C:6]2[O:15][C:16]1[C:17]([CH3:23])=[C:18]([CH:20]=[CH:21][CH:22]=1)[NH2:19].[C:24]([C:28]1[CH:32]=[C:31]([NH:33][C:34](=O)[O:35]C2C=CC=CC=2)[N:30]([C:43]2[CH:48]=[CH:47][C:46]([CH3:49])=[CH:45][CH:44]=2)[N:29]=1)([CH3:27])([CH3:26])[CH3:25]. No catalyst specified. The product is [C:24]([C:28]1[CH:32]=[C:31]([NH:33][C:34]([NH:19][C:18]2[CH:20]=[CH:21][CH:22]=[C:16]([O:15][C:6]3[C:5]4[C:10](=[CH:11][C:12]([O:13][CH3:14])=[C:3]([O:2][CH3:1])[CH:4]=4)[N:9]=[CH:8][N:7]=3)[C:17]=2[CH3:23])=[O:35])[N:30]([C:43]2[CH:48]=[CH:47][C:46]([CH3:49])=[CH:45][CH:44]=2)[N:29]=1)([CH3:27])([CH3:26])[CH3:25]. The yield is 0.790.